Task: Predict the product of the given reaction.. Dataset: Forward reaction prediction with 1.9M reactions from USPTO patents (1976-2016) (1) The product is: [Cl:1][C:2]1[CH:16]=[CH:15][C:5]([CH2:6][O:7][C:8]2[CH:13]=[CH:12][N:11]([C:18]3[CH:19]=[CH:20][C:21]4[N:25]=[C:24]([CH2:26][CH:27]([CH3:28])[CH3:29])[N:23]([CH3:30])[C:22]=4[CH:31]=3)[C:10](=[O:14])[CH:9]=2)=[CH:4][CH:3]=1. Given the reactants [Cl:1][C:2]1[CH:16]=[CH:15][C:5]([CH2:6][O:7][C:8]2[CH:13]=[CH:12][NH:11][C:10](=[O:14])[CH:9]=2)=[CH:4][CH:3]=1.Br[C:18]1[CH:19]=[CH:20][C:21]2[N:25]=[C:24]([CH2:26][CH:27]([CH3:29])[CH3:28])[N:23]([CH3:30])[C:22]=2[CH:31]=1.C(=O)([O-])[O-].[K+].[K+].CNCCNC, predict the reaction product. (2) Given the reactants [OH-:1].[Li+].C([C@H]1COC(=O)N1[C:16](=[O:28])[CH2:17][C@@:18]([C:21]1[CH:26]=[CH:25][C:24]([F:27])=[CH:23][CH:22]=1)([OH:20])[CH3:19])C1C=CC=CC=1.OO.Cl, predict the reaction product. The product is: [F:27][C:24]1[CH:23]=[CH:22][C:21]([C@:18]([OH:20])([CH3:19])[CH2:17][C:16]([OH:28])=[O:1])=[CH:26][CH:25]=1. (3) Given the reactants [C:1]([O:5][C:6](=[O:18])[NH:7][CH:8]([CH3:17])[CH2:9][C:10]1[CH:15]=[CH:14][CH:13]=[C:12](Br)[CH:11]=1)([CH3:4])([CH3:3])[CH3:2].[C-:19]#[N:20].[Na+].[I-].[K+], predict the reaction product. The product is: [C:1]([O:5][C:6](=[O:18])[NH:7][CH:8]([CH3:17])[CH2:9][C:10]1[CH:15]=[CH:14][CH:13]=[C:12]([C:19]#[N:20])[CH:11]=1)([CH3:4])([CH3:3])[CH3:2]. (4) Given the reactants [O:1]1[C:5]2[CH:6]=[CH:7][CH:8]=[CH:9][C:4]=2[CH:3]=[C:2]1[S:10](Cl)(=[O:12])=[O:11].N1C=CC=CC=1.[Cl:20][C:21]1[CH:22]=[C:23]([CH:29]=[CH:30][C:31]=1[Cl:32])[CH2:24][NH:25][CH:26]([CH3:28])[CH3:27], predict the reaction product. The product is: [Cl:20][C:21]1[CH:22]=[C:23]([CH:29]=[CH:30][C:31]=1[Cl:32])[CH2:24][N:25]([CH:26]([CH3:28])[CH3:27])[S:10]([C:2]1[O:1][C:5]2[CH:6]=[CH:7][CH:8]=[CH:9][C:4]=2[CH:3]=1)(=[O:12])=[O:11].